This data is from Catalyst prediction with 721,799 reactions and 888 catalyst types from USPTO. The task is: Predict which catalyst facilitates the given reaction. Reactant: [CH3:1][CH:2]([CH3:13])[CH2:3][CH:4]1[C:9](=[O:10])[NH:8][C:7](=[O:11])[NH:6][C:5]1=[O:12].[Na].[C:15]([O:19][C:20]([NH:22][OH:23])=[O:21])([CH3:18])([CH3:17])[CH3:16].I([O-])(=O)(=O)=O.[Na+]. Product: [C:15]([O:19][C:20]([N:22]([OH:23])[C:4]1([CH2:3][CH:2]([CH3:13])[CH3:1])[C:5](=[O:12])[NH:6][C:7](=[O:11])[NH:8][C:9]1=[O:10])=[O:21])([CH3:18])([CH3:17])[CH3:16]. The catalyst class is: 8.